Dataset: Full USPTO retrosynthesis dataset with 1.9M reactions from patents (1976-2016). Task: Predict the reactants needed to synthesize the given product. Given the product [CH3:21][C@H:22]1[CH2:27][CH2:26][CH2:25][C@@H:24]([CH3:28])[N:23]1[CH2:29][CH2:30][NH:31][C:16]([C@@H:11]1[CH2:12][CH2:13][CH2:14][CH2:15][N:10]1[C:8]1[O:9][C:5]2[CH:4]=[C:3]([CH3:20])[C:2]([CH3:1])=[CH:19][C:6]=2[N:7]=1)=[O:18].[NH3:7], predict the reactants needed to synthesize it. The reactants are: [CH3:1][C:2]1[C:3]([CH3:20])=[CH:4][C:5]2[O:9][C:8]([N:10]3[CH2:15][CH2:14][CH2:13][CH2:12][C@H:11]3[C:16]([OH:18])=O)=[N:7][C:6]=2[CH:19]=1.[CH3:21][C@H:22]1[CH2:27][CH2:26][CH2:25][C@@H:24]([CH3:28])[N:23]1[CH2:29][CH2:30][NH2:31].